From a dataset of CYP2C19 inhibition data for predicting drug metabolism from PubChem BioAssay. Regression/Classification. Given a drug SMILES string, predict its absorption, distribution, metabolism, or excretion properties. Task type varies by dataset: regression for continuous measurements (e.g., permeability, clearance, half-life) or binary classification for categorical outcomes (e.g., BBB penetration, CYP inhibition). Dataset: cyp2c19_veith. (1) The compound is O=C(c1csnn1)N1CCC2(CC1)CN(c1ncccn1)C2. The result is 0 (non-inhibitor). (2) The molecule is CCN(CC)C[C@@H](O)c1ccc2ccc3ccccc3c2c1. The result is 0 (non-inhibitor). (3) The drug is Cc1ccc(C)c(Nc2nc3nonc3nc2N2CCOCC2)c1. The result is 1 (inhibitor). (4) The drug is Cc1ccc(C(=O)n2cnnc2N)cc1. The result is 0 (non-inhibitor). (5) The compound is Cc1noc(C)c1C(=O)N1CCC[C@@]2(CCN(Cc3nccs3)C2)C1. The result is 0 (non-inhibitor). (6) The compound is CO[C@H]1COC(=O)[C@H](C)NC(=O)[C@@H](C)COC(=O)[C@H]2CCCN2C(=O)C/C=C\[C@H]1C. The result is 0 (non-inhibitor).